This data is from Drug-target binding data from BindingDB using IC50 measurements. The task is: Regression. Given a target protein amino acid sequence and a drug SMILES string, predict the binding affinity score between them. We predict pIC50 (pIC50 = -log10(IC50 in M); higher means more potent). Dataset: bindingdb_ic50. (1) The drug is CN(C)Cc1ccc(CSCCNc2ccc(F)cc2[N+](=O)[O-])o1. The target protein (P12657) has sequence MNTSVPPAVSPNITVLAPGKGPWQVAFIGITTGLLSLATVTGNLLVLISFKVNTELKTVNNYFLLSLACADLIIGTFSMNLYTTYLLMGHWALGTLACDLWLALDYVASNASVMNLLLISFDRYFSVTRPLSYRAKRTPRRAALMIGLAWLVSFVLWAPAILFWQYLVGERTVLAGQCYIQFLSQPIITFGTAMAAFYLPVTVMCTLYWRIYRETENRARELAALQGSETPGKGGGSSSSSERSQPGAEGSPESPPGRCCRCCRAPRLLQAYSWKEEEEEDEGSMESLTSSEGEEPGSEVVIKMPMVDPEAQAPTKQPPKSSPNTVKRPTKKGRDRGGKGQKPRGKEQLAKRKTFSLVKEKKAARTLSAILLAFILTWTPYNIMVLVSTFCKDCVPETLWELGYWLCYVNSTVNPMCYALCNKAFRDTFRLLLLCRWDKRRWRKIPKRPGSVHRTPSRQC. The pIC50 is 5.4. (2) The small molecule is COc1ncc(-c2cc3c(n2C)C(c2ccc(Cl)cc2)N(c2cc(C)c(=O)n(C)c2)C3=O)c(OC)n1. The target protein (Q15059) has sequence MSTATTVAPAGIPATPGPVNPPPPEVSNPSKPGRKTNQLQYMQNVVVKTLWKHQFAWPFYQPVDAIKLNLPDYHKIIKNPMDMGTIKKRLENNYYWSASECMQDFNTMFTNCYIYNKPTDDIVLMAQALEKIFLQKVAQMPQEEVELLPPAPKGKGRKPAAGAQSAGTQQVAAVSSVSPATPFQSVPPTVSQTPVIAATPVPTITANVTSVPVPPAAAPPPPATPIVPVVPPTPPVVKKKGVKRKADTTTPTTSAITASRSESPPPLSDPKQAKVVARRESGGRPIKPPKKDLEDGEVPQHAGKKGKLSEHLRYCDSILREMLSKKHAAYAWPFYKPVDAEALELHDYHDIIKHPMDLSTVKRKMDGREYPDAQGFAADVRLMFSNCYKYNPPDHEVVAMARKLQDVFEMRFAKMPDEPVEAPALPAPAAPMVSKGAESSRSSEESSSDSGSSDSEEERATRLAELQEQLKAVHEQLAALSQAPVNKPKKKKEKKEKEKK.... The pIC50 is 7.4.